This data is from Full USPTO retrosynthesis dataset with 1.9M reactions from patents (1976-2016). The task is: Predict the reactants needed to synthesize the given product. Given the product [OH:20][C@H:21]([C:25]1[CH:30]=[CH:29][CH:28]=[CH:27][CH:26]=1)[C:22]([N:17]1[CH2:18][CH2:19][N:14]([C:12]2[CH:13]=[C:8]([O:7][CH2:3][CH:4]([CH3:6])[CH3:5])[N:9]=[CH:10][N:11]=2)[CH2:15][CH2:16]1)=[O:23], predict the reactants needed to synthesize it. The reactants are: Cl.Cl.[CH2:3]([O:7][C:8]1[CH:13]=[C:12]([N:14]2[CH2:19][CH2:18][NH:17][CH2:16][CH2:15]2)[N:11]=[CH:10][N:9]=1)[CH:4]([CH3:6])[CH3:5].[OH:20][C@H:21]([C:25]1[CH:30]=[CH:29][CH:28]=[CH:27][CH:26]=1)[C:22](O)=[O:23].C(N(CC)CC)C.CN(C(ON1N=NC2C=CC=CC1=2)=[N+](C)C)C.F[P-](F)(F)(F)(F)F.